This data is from Full USPTO retrosynthesis dataset with 1.9M reactions from patents (1976-2016). The task is: Predict the reactants needed to synthesize the given product. (1) Given the product [CH2:1]([N:8]1[C:16]2[CH:15]=[CH:14][CH:13]=[C:12]([OH:17])[C:11]=2[CH:10]=[C:9]1[CH3:25])[C:2]1[CH:3]=[CH:4][CH:5]=[CH:6][CH:7]=1, predict the reactants needed to synthesize it. The reactants are: [CH2:1]([N:8]1[C:16]2[C:11](=[C:12]([O:17]CC3C=CC=CC=3)[CH:13]=[CH:14][CH:15]=2)[CH:10]=[C:9]1[CH3:25])[C:2]1[CH:7]=[CH:6][CH:5]=[CH:4][CH:3]=1. (2) Given the product [O:14]1[CH2:19][CH2:18][CH2:17][CH2:16][CH:15]1[N:1]1[C:5]2[CH:6]=[CH:7][C:8]([C:10]([O:12][CH3:13])=[O:11])=[CH:9][C:4]=2[N:3]=[CH:2]1, predict the reactants needed to synthesize it. The reactants are: [NH:1]1[C:5]2[CH:6]=[CH:7][C:8]([C:10]([O:12][CH3:13])=[O:11])=[CH:9][C:4]=2[N:3]=[CH:2]1.[O:14]1[CH:19]=[CH:18][CH2:17][CH2:16][CH2:15]1. (3) Given the product [CH3:1][N:2]1[CH:6]=[C:5]([C:7]2[CH:8]=[C:9]([CH:10]=[C:11]([N+:13]([O-:15])=[O:14])[CH:12]=2)[O:16][CH2:39][C@@H:38]([NH:40][C:41](=[O:47])[O:42][C:43]([CH3:44])([CH3:46])[CH3:45])[CH3:37])[CH:4]=[N:3]1, predict the reactants needed to synthesize it. The reactants are: [CH3:1][N:2]1[CH:6]=[C:5]([C:7]2[CH:8]=[C:9]([OH:16])[CH:10]=[C:11]([N+:13]([O-:15])=[O:14])[CH:12]=2)[CH:4]=[N:3]1.C1(P(C2C=CC=CC=2)C2C=CC=CC=2)C=CC=CC=1.O[CH2:37][C@@H:38]([NH:40][C:41](=[O:47])[O:42][C:43]([CH3:46])([CH3:45])[CH3:44])[CH3:39].N(C(OCC)=O)=NC(OCC)=O.